Dataset: Forward reaction prediction with 1.9M reactions from USPTO patents (1976-2016). Task: Predict the product of the given reaction. (1) Given the reactants [C:1]([N:11]1[CH2:15][CH2:14][C@H:13]([NH:16][CH:17]2[CH2:22][CH2:21][CH2:20][CH2:19][CH2:18]2)[CH2:12]1)([O:3][CH2:4][C:5]1[CH:10]=[CH:9][CH:8]=[CH:7][CH:6]=1)=[O:2].[C:23](Cl)(=[O:27])[CH:24]([CH3:26])[CH3:25], predict the reaction product. The product is: [C:1]([N:11]1[CH2:15][CH2:14][C@H:13]([N:16]([CH:17]2[CH2:22][CH2:21][CH2:20][CH2:19][CH2:18]2)[C:23](=[O:27])[CH:24]([CH3:26])[CH3:25])[CH2:12]1)([O:3][CH2:4][C:5]1[CH:6]=[CH:7][CH:8]=[CH:9][CH:10]=1)=[O:2]. (2) Given the reactants ClC1C=C(C(Cl)=O)C=C(Cl)C=1.[CH3:12][O:13][C:14]1[CH:15]=[C:16]2[C:21](=[CH:22][C:23]=1[O:24][CH3:25])[N:20]=[CH:19][N:18]=[C:17]2[O:26][C:27]1[CH:33]=[CH:32][C:30]([NH2:31])=[CH:29][CH:28]=1.[Cl:34][C:35]1[CH:36]=[C:37]([C:42]([N:44]=[C:45]=[S:46])=[O:43])[CH:38]=[C:39]([Cl:41])[CH:40]=1, predict the reaction product. The product is: [Cl:34][C:35]1[CH:36]=[C:37]([C:42]([N:44]=[C:45]=[S:46])=[O:43])[CH:38]=[C:39]([Cl:41])[CH:40]=1.[Cl:34][C:35]1[CH:36]=[C:37]([CH:38]=[C:39]([Cl:41])[CH:40]=1)[C:42]([NH:44][C:45]([NH:31][C:30]1[CH:32]=[CH:33][C:27]([O:26][C:17]2[C:16]3[C:21](=[CH:22][C:23]([O:24][CH3:25])=[C:14]([O:13][CH3:12])[CH:15]=3)[N:20]=[CH:19][N:18]=2)=[CH:28][CH:29]=1)=[S:46])=[O:43]. (3) Given the reactants Br[C:2]1[CH:3]=[C:4]([C:8]2[CH:13]=[C:12]([C:14]3[CH:19]=[CH:18][C:17]([Cl:20])=[CH:16][CH:15]=3)[CH:11]=[C:10]([C:21]([F:24])([F:23])[F:22])[N:9]=2)[CH:5]=[CH:6][CH:7]=1.[NH2:25][C:26]1[N:31]=[CH:30][C:29](B2OC(C)(C)C(C)(C)O2)=[CH:28][N:27]=1, predict the reaction product. The product is: [Cl:20][C:17]1[CH:18]=[CH:19][C:14]([C:12]2[CH:11]=[C:10]([C:21]([F:24])([F:23])[F:22])[N:9]=[C:8]([C:4]3[CH:3]=[C:2]([C:29]4[CH:28]=[N:27][C:26]([NH2:25])=[N:31][CH:30]=4)[CH:7]=[CH:6][CH:5]=3)[CH:13]=2)=[CH:15][CH:16]=1. (4) Given the reactants [CH3:1][CH:2]([CH3:23])[CH2:3][CH:4]([C:17]1([CH3:22])OCC[O:18]1)[C:5]([NH:7][C:8]1[CH:13]=[CH:12][C:11]([CH:14]([CH3:16])[CH3:15])=[CH:10][CH:9]=1)=[O:6].CC1C=CC(S(O)(=O)=O)=CC=1, predict the reaction product. The product is: [C:17]([CH:4]([CH2:3][CH:2]([CH3:23])[CH3:1])[C:5]([NH:7][C:8]1[CH:9]=[CH:10][C:11]([CH:14]([CH3:16])[CH3:15])=[CH:12][CH:13]=1)=[O:6])(=[O:18])[CH3:22]. (5) Given the reactants [F:1][C:2]1[CH:3]=[C:4]([CH2:10][CH2:11][OH:12])[CH:5]=[C:6]([F:9])[C:7]=1[F:8].Cl[C:14]1[CH:24]=[C:18]2[N:19]([CH3:23])[CH2:20][CH2:21][CH2:22][N:17]2[C:16](=[O:25])[N:15]=1, predict the reaction product. The product is: [CH3:23][N:19]1[CH2:20][CH2:21][CH2:22][N:17]2[C:16](=[O:25])[N:15]=[C:14]([O:12][CH2:11][CH2:10][C:4]3[CH:3]=[C:2]([F:1])[C:7]([F:8])=[C:6]([F:9])[CH:5]=3)[CH:24]=[C:18]12. (6) Given the reactants [F:1][C:2]1[CH:7]=[CH:6][C:5]([C:8]2[C:16]3[C:15]([O:17][CH2:18][CH2:19][CH2:20][O:21][C:22]4[CH:23]=[C:24]([CH:26]=[CH:27][CH:28]=4)[NH2:25])=[N:14][CH:13]=[N:12][C:11]=3[S:10][CH:9]=2)=[CH:4][CH:3]=1.[CH3:29][S:30](Cl)(=[O:32])=[O:31].C(N(C(C)C)CC)(C)C, predict the reaction product. The product is: [F:1][C:2]1[CH:7]=[CH:6][C:5]([C:8]2[C:16]3[C:15]([O:17][CH2:18][CH2:19][CH2:20][O:21][C:22]4[CH:23]=[C:24]([NH:25][S:30]([CH3:29])(=[O:32])=[O:31])[CH:26]=[CH:27][CH:28]=4)=[N:14][CH:13]=[N:12][C:11]=3[S:10][CH:9]=2)=[CH:4][CH:3]=1. (7) Given the reactants [F:1][C:2]([F:18])([F:17])[C:3]1[CH:8]=[CH:7][C:6]([C:9]2[O:13][N:12]=[CH:11][C:10]=2[C:14]([OH:16])=O)=[CH:5][CH:4]=1.[CH3:19][O:20][CH2:21][C@@H:22]1[CH2:26][CH2:25][CH2:24][NH:23]1, predict the reaction product. The product is: [CH3:19][O:20][CH2:21][C@@H:22]1[CH2:26][CH2:25][CH2:24][N:23]1[C:14]([C:10]1[CH:11]=[N:12][O:13][C:9]=1[C:6]1[CH:5]=[CH:4][C:3]([C:2]([F:1])([F:18])[F:17])=[CH:8][CH:7]=1)=[O:16]. (8) Given the reactants [F:1][C:2]([F:15])([F:14])[C:3]1[CH:8]=[CH:7][CH:6]=[CH:5][C:4]=1[CH:9]1[CH2:12][CH2:11][CH:10]1[NH2:13].C(N(CC)CC)C.[I:23][C:24]1[CH:32]=[CH:31][CH:30]=[CH:29][C:25]=1[C:26](O)=[O:27].CN(C(ON1N=NC2C=CC=NC1=2)=[N+](C)C)C.F[P-](F)(F)(F)(F)F, predict the reaction product. The product is: [I:23][C:24]1[CH:32]=[CH:31][CH:30]=[CH:29][C:25]=1[C:26]([NH:13][C@@H:10]1[CH2:11][CH2:12][C@@H:9]1[C:4]1[CH:5]=[CH:6][CH:7]=[CH:8][C:3]=1[C:2]([F:14])([F:15])[F:1])=[O:27].